Dataset: Forward reaction prediction with 1.9M reactions from USPTO patents (1976-2016). Task: Predict the product of the given reaction. (1) The product is: [NH2:32][C:30]1[S:31][C:2]([C:12]2[N:21]=[CH:20][C:19]3[N:18]([CH3:22])[C:17](=[O:23])[C@@H:16]([CH2:24][CH3:25])[N:15]([CH:26]([CH3:28])[CH3:27])[C:14]=3[N:13]=2)=[C:3]([C:5]2[CH:10]=[CH:9][C:8]([F:11])=[CH:7][CH:6]=2)[N:29]=1. Given the reactants Br[CH:2]([C:12]1[N:21]=[CH:20][C:19]2[N:18]([CH3:22])[C:17](=[O:23])[C@@H:16]([CH2:24][CH3:25])[N:15]([CH:26]([CH3:28])[CH3:27])[C:14]=2[N:13]=1)[C:3]([C:5]1[CH:10]=[CH:9][C:8]([F:11])=[CH:7][CH:6]=1)=O.[NH2:29][C:30]([NH2:32])=[S:31], predict the reaction product. (2) Given the reactants [C:1]([O:5][C:6]([N:8]1[CH2:12][C@H:11]2[CH2:13][N:14]([C:16]3[CH:17]=[N:18][CH:19]=[C:20]([CH:24]=3)[C:21]([OH:23])=O)[CH2:15][C@H:10]2[CH2:9]1)=[O:7])([CH3:4])([CH3:3])[CH3:2].[NH2:25][CH:26]1[C:34]2[C:29](=[CH:30][CH:31]=[CH:32][CH:33]=2)[CH2:28][CH2:27]1, predict the reaction product. The product is: [CH:26]1([NH:25][C:21]([C:20]2[CH:24]=[C:16]([N:14]3[CH2:13][C@@H:11]4[CH2:12][N:8]([C:6]([O:5][C:1]([CH3:3])([CH3:4])[CH3:2])=[O:7])[CH2:9][C@@H:10]4[CH2:15]3)[CH:17]=[N:18][CH:19]=2)=[O:23])[C:34]2[C:29](=[CH:30][CH:31]=[CH:32][CH:33]=2)[CH2:28][CH2:27]1.